Dataset: Catalyst prediction with 721,799 reactions and 888 catalyst types from USPTO. Task: Predict which catalyst facilitates the given reaction. (1) Reactant: [OH:1][C@H:2]([C@H:4]([N:14]1[CH:18]=[C:17]([C:19]([NH2:21])=[O:20])[N:16]=[CH:15]1)[CH2:5][CH2:6][C:7]1[CH:12]=[CH:11][CH:10]=[CH:9][C:8]=1[OH:13])[CH3:3].[ClH:22].[CH3:23][N:24]([CH3:29])[CH2:25][CH2:26][CH2:27][Cl:28].C(=O)([O-])[O-].[K+].[K+]. Product: [ClH:28].[ClH:22].[OH:1][C@H:2]([C@H:4]([N:14]1[CH:18]=[C:17]([C:19]([NH2:21])=[O:20])[N:16]=[CH:15]1)[CH2:5][CH2:6][C:7]1[CH:12]=[CH:11][CH:10]=[CH:9][C:8]=1[O:13][CH2:27][CH2:26][CH2:25][N:24]([CH3:29])[CH3:23])[CH3:3]. The catalyst class is: 9. (2) Reactant: Cl[C:2]([C:20]1[CH:21]=[N:22][CH:23]=[CH:24][CH:25]=1)([CH3:19])[CH2:3][N:4]1[C:12]2[CH:11]=[CH:10][C:9]([CH3:13])=[CH:8][C:7]=2[C:6]2[CH2:14][N:15]([CH3:18])[CH2:16][CH2:17][C:5]1=2.[N-:26]=[N+:27]=[N-:28].[Na+].C([O-])(O)=O.[Na+]. Product: [N:26]([C:2]([C:20]1[CH:21]=[N:22][CH:23]=[CH:24][CH:25]=1)([CH3:19])[CH2:3][N:4]1[C:12]2[CH:11]=[CH:10][C:9]([CH3:13])=[CH:8][C:7]=2[C:6]2[CH2:14][N:15]([CH3:18])[CH2:16][CH2:17][C:5]1=2)=[N+:27]=[N-:28]. The catalyst class is: 18. (3) Reactant: N1CCCCC1.C1C2C(COC([NH:24][CH2:25][C:26]3[C:27]([CH3:42])=[CH:28][C:29]([NH:34][C:35](=[O:41])[O:36][C:37]([CH3:40])([CH3:39])[CH3:38])=[N:30][C:31]=3[CH2:32][OH:33])=O)C3C(=CC=CC=3)C=2C=CC=1. Product: [NH2:24][CH2:25][C:26]1[C:27]([CH3:42])=[CH:28][C:29]([NH:34][C:35](=[O:41])[O:36][C:37]([CH3:38])([CH3:39])[CH3:40])=[N:30][C:31]=1[CH2:32][OH:33]. The catalyst class is: 3.